Dataset: Full USPTO retrosynthesis dataset with 1.9M reactions from patents (1976-2016). Task: Predict the reactants needed to synthesize the given product. (1) Given the product [Cl:1][C:2]1[C:3]([C:22]2[S:26][C:25]([C:27]3([OH:31])[CH2:30][CH2:29][CH2:28]3)=[N:24][CH:23]=2)=[C:4]2[CH:10]=[C:9]([C:37]3[CH:38]=[CH:39][C:34]([CH:32]=[O:33])=[CH:35][CH:36]=3)[N:8]([S:12]([C:15]3[CH:21]=[CH:20][C:18]([CH3:19])=[CH:17][CH:16]=3)(=[O:14])=[O:13])[C:5]2=[N:6][CH:7]=1, predict the reactants needed to synthesize it. The reactants are: [Cl:1][C:2]1[C:3]([C:22]2[S:26][C:25]([C:27]3([OH:31])[CH2:30][CH2:29][CH2:28]3)=[N:24][CH:23]=2)=[C:4]2[CH:10]=[C:9](I)[N:8]([S:12]([C:15]3[CH:21]=[CH:20][C:18]([CH3:19])=[CH:17][CH:16]=3)(=[O:14])=[O:13])[C:5]2=[N:6][CH:7]=1.[CH:32]([C:34]1[CH:39]=[CH:38][C:37](B(O)O)=[CH:36][CH:35]=1)=[O:33].C(=O)(O)[O-]. (2) Given the product [CH2:10]([C:12]1[CH:17]=[CH:16][C:15]([C:2]2[S:3][CH:4]=[CH:5][C:6]=2[C:7]([OH:9])=[O:8])=[CH:14][CH:13]=1)[CH3:11], predict the reactants needed to synthesize it. The reactants are: Br[C:2]1[S:3][CH:4]=[CH:5][C:6]=1[C:7]([OH:9])=[O:8].[CH2:10]([C:12]1[CH:17]=[CH:16][C:15](B(O)O)=[CH:14][CH:13]=1)[CH3:11].C([O-])([O-])=O.[K+].[K+].CC(O)C. (3) Given the product [CH3:8][C@H:9]1[CH2:10][C@@H:11]([CH2:14][N:15]2[C:23]3[C:18](=[N:19][C:20]([C:24]4[CH:25]=[N:26][N:27]([CH:29]5[CH2:34][CH2:33][CH2:32][CH2:31][O:30]5)[CH:28]=4)=[CH:21][CH:22]=3)[CH:17]=[CH:16]2)[CH2:12][N:13]1[C:35](=[O:44])[CH2:36][CH2:37][C:38]1[CH:43]=[CH:42][CH:41]=[CH:40][CH:39]=1, predict the reactants needed to synthesize it. The reactants are: C(N(CC)CC)C.[CH3:8][C@H:9]1[NH:13][CH2:12][C@@H:11]([CH2:14][N:15]2[C:23]3[C:18](=[N:19][C:20]([C:24]4[CH:25]=[N:26][N:27]([CH:29]5[CH2:34][CH2:33][CH2:32][CH2:31][O:30]5)[CH:28]=4)=[CH:21][CH:22]=3)[CH:17]=[CH:16]2)[CH2:10]1.[C:35](Cl)(=[O:44])[CH2:36][CH2:37][C:38]1[CH:43]=[CH:42][CH:41]=[CH:40][CH:39]=1.C(=O)(O)[O-].[Na+]. (4) Given the product [Br:27][C:24]1[S:23][C:19]2[N:20]=[CH:21][N:22]=[C:17]([NH:16][C:10]3[CH:11]=[CH:12][C:13]([F:15])=[CH:14][C:9]=3[O:8][CH:7]([CH3:28])[CH2:6][NH:5][C:1](=[O:3])[CH3:2])[C:18]=2[C:25]=1[CH3:26], predict the reactants needed to synthesize it. The reactants are: [C:1](Cl)(=[O:3])[CH3:2].[NH2:5][CH2:6][CH:7]([CH3:28])[O:8][C:9]1[CH:14]=[C:13]([F:15])[CH:12]=[CH:11][C:10]=1[NH:16][C:17]1[C:18]2[C:25]([CH3:26])=[C:24]([Br:27])[S:23][C:19]=2[N:20]=[CH:21][N:22]=1.C(N(CC)CC)C. (5) Given the product [Cl:1][C:2]1[CH:7]=[C:6]([NH:16][CH:12]2[CH2:15][CH2:14][CH2:13]2)[C:5]([N+:9]([O-:11])=[O:10])=[CH:4][N:3]=1, predict the reactants needed to synthesize it. The reactants are: [Cl:1][C:2]1[CH:7]=[C:6](Cl)[C:5]([N+:9]([O-:11])=[O:10])=[CH:4][N:3]=1.[CH:12]1([NH2:16])[CH2:15][CH2:14][CH2:13]1. (6) Given the product [CH2:28]([NH:31][C:2]1[N:11]=[C:10]([NH:12][CH2:13][CH2:14][CH2:15][CH2:16][CH2:17][CH2:18][CH2:19][CH2:20][CH2:21][CH2:22][CH2:23][CH3:24])[C:9]2[C:4](=[CH:5][CH:6]=[C:7]([N+:25]([O-:27])=[O:26])[CH:8]=2)[N:3]=1)[CH:29]=[CH2:30], predict the reactants needed to synthesize it. The reactants are: Cl[C:2]1[N:11]=[C:10]([NH:12][CH2:13][CH2:14][CH2:15][CH2:16][CH2:17][CH2:18][CH2:19][CH2:20][CH2:21][CH2:22][CH2:23][CH3:24])[C:9]2[C:4](=[CH:5][CH:6]=[C:7]([N+:25]([O-:27])=[O:26])[CH:8]=2)[N:3]=1.[CH2:28]([NH2:31])[CH:29]=[CH2:30]. (7) Given the product [F:1][C:2]1[CH:7]=[CH:6][C:5]([CH3:8])=[CH:4][C:3]=1[NH:9][C:10]([NH:12][C:13]1[CH:33]=[CH:32][C:16]([O:17][C:18]2[CH:23]=[CH:22][N:21]=[C:20]([C:24]3[NH:28][CH:27]=[C:26]([C:29]([NH:68][CH2:69][CH2:70][CH2:71][C:72]([O:74][CH3:75])=[O:73])=[O:30])[CH:25]=3)[CH:19]=2)=[CH:15][CH:14]=1)=[O:11], predict the reactants needed to synthesize it. The reactants are: [F:1][C:2]1[CH:7]=[CH:6][C:5]([CH3:8])=[CH:4][C:3]=1[NH:9][C:10]([NH:12][C:13]1[CH:33]=[CH:32][C:16]([O:17][C:18]2[CH:23]=[CH:22][N:21]=[C:20]([C:24]3[NH:28][CH:27]=[C:26]([C:29](O)=[O:30])[CH:25]=3)[CH:19]=2)=[CH:15][CH:14]=1)=[O:11].CN(C(ON1N=NC2C=CC=NC1=2)=[N+](C)C)C.F[P-](F)(F)(F)(F)F.C(N(CC)C(C)C)(C)C.Cl.[NH2:68][CH2:69][CH2:70][CH2:71][C:72]([O:74][CH3:75])=[O:73].Cl.